This data is from Full USPTO retrosynthesis dataset with 1.9M reactions from patents (1976-2016). The task is: Predict the reactants needed to synthesize the given product. (1) Given the product [F:24][C:9]1[CH:10]=[C:11]([O:15][CH2:16][C:17]2[CH:22]=[CH:21][CH:20]=[C:19]([F:23])[CH:18]=2)[C:12]([F:14])=[CH:13][C:8]=1[NH:7][C:5](=[O:6])[CH2:4][C:3]([NH2:27])=[O:2], predict the reactants needed to synthesize it. The reactants are: C[O:2][C:3](=O)[CH2:4][C:5]([NH:7][C:8]1[CH:13]=[C:12]([F:14])[C:11]([O:15][CH2:16][C:17]2[CH:22]=[CH:21][CH:20]=[C:19]([F:23])[CH:18]=2)=[CH:10][C:9]=1[F:24])=[O:6].[OH-].[NH4+:27]. (2) Given the product [NH2:10][C:11]1[CH:12]=[CH:13][C:14]([CH2:17][C:18]([O:20][CH2:21][CH3:22])=[O:19])=[CH:15][C:16]=1[I:23], predict the reactants needed to synthesize it. The reactants are: N1C2C(=CC=CC=2)C=C1.[NH2:10][C:11]1[CH:16]=[CH:15][C:14]([CH2:17][C:18]([O:20][CH2:21][CH3:22])=[O:19])=[CH:13][CH:12]=1.[I:23]Cl. (3) Given the product [NH2:30][CH:26]1[CH2:27][CH2:28][CH2:29][N:24]([C:22](=[O:23])[C@@H:21]([N:18]2[CH2:19][CH2:20][C@H:16]([NH:15][S:12]([C:7]3[CH:6]=[CH:5][C:4]4[C:9](=[CH:10][CH:11]=[C:2]([Cl:1])[CH:3]=4)[CH:8]=3)(=[O:14])=[O:13])[C:17]2=[O:39])[CH3:38])[CH2:25]1, predict the reactants needed to synthesize it. The reactants are: [Cl:1][C:2]1[CH:3]=[C:4]2[C:9](=[CH:10][CH:11]=1)[CH:8]=[C:7]([S:12]([NH:15][C@H:16]1[CH2:20][CH2:19][N:18]([C@@H:21]([CH3:38])[C:22]([N:24]3[CH2:29][CH2:28][CH2:27][CH:26]([NH:30]C(=O)OC(C)(C)C)[CH2:25]3)=[O:23])[C:17]1=[O:39])(=[O:14])=[O:13])[CH:6]=[CH:5]2.FC(F)(F)C(O)=O. (4) Given the product [O:21]1[CH2:25][CH2:24][CH:23]([CH2:26][NH:27][C:13]([C:10]2[CH:9]=[C:8]([CH2:7][O:6][CH2:5][C:4]3[CH:16]=[C:17]([F:19])[CH:18]=[C:2]([Cl:1])[CH:3]=3)[O:12][N:11]=2)=[O:15])[CH2:22]1, predict the reactants needed to synthesize it. The reactants are: [Cl:1][C:2]1[CH:3]=[C:4]([CH:16]=[C:17]([F:19])[CH:18]=1)[CH2:5][O:6][CH2:7][C:8]1[O:12][N:11]=[C:10]([C:13]([OH:15])=O)[CH:9]=1.Cl.[O:21]1[CH2:25][CH2:24][CH:23]([CH2:26][NH2:27])[CH2:22]1.C(N(CC)CC)C.ON1C2C=CC=CC=2N=N1.Cl.C(N=C=NCCCN(C)C)C. (5) Given the product [CH3:1][NH:2][C:3](=[O:17])[O:4][CH2:5][C:6]1[CH:11]=[C:10](/[C:12](/[CH3:15])=[N:13]/[O:14][CH2:19][C:20]2[CH:25]=[CH:24][CH:23]=[C:22]([CH3:26])[N:21]=2)[CH:9]=[CH:8][C:7]=1[Cl:16], predict the reactants needed to synthesize it. The reactants are: [CH3:1][NH:2][C:3](=[O:17])[O:4][CH2:5][C:6]1[CH:11]=[C:10](/[C:12](/[CH3:15])=[N:13]/[OH:14])[CH:9]=[CH:8][C:7]=1[Cl:16].Br[CH2:19][C:20]1[CH:25]=[CH:24][CH:23]=[C:22]([CH3:26])[N:21]=1.C([O-])([O-])=O.[K+].[K+].O.